From a dataset of Peptide-MHC class II binding affinity with 134,281 pairs from IEDB. Regression. Given a peptide amino acid sequence and an MHC pseudo amino acid sequence, predict their binding affinity value. This is MHC class II binding data. The peptide sequence is ISFCNANPGLMKDVA. The MHC is HLA-DPA10103-DPB10301 with pseudo-sequence HLA-DPA10103-DPB10301. The binding affinity (normalized) is 0.0852.